Dataset: Catalyst prediction with 721,799 reactions and 888 catalyst types from USPTO. Task: Predict which catalyst facilitates the given reaction. (1) Product: [N+:1]([C:4]1[CH:9]=[CH:8][C:7]([N:10]2[CH2:11][CH2:12][CH:13]([C:16]([OH:18])=[O:17])[CH2:14][CH2:15]2)=[CH:6][CH:5]=1)([O-:3])=[O:2]. The catalyst class is: 24. Reactant: [N+:1]([C:4]1[CH:9]=[CH:8][C:7]([N:10]2[CH2:15][CH2:14][CH:13]([C:16]([O:18]C)=[O:17])[CH2:12][CH2:11]2)=[CH:6][CH:5]=1)([O-:3])=[O:2].[OH-].[Na+]. (2) The catalyst class is: 3. Reactant: [CH3:1][O:2][CH2:3][O:4][C:5]1[CH:6]=[C:7]([CH2:11][C:12]([O:14][CH2:15][CH3:16])=[O:13])[CH:8]=[CH:9][CH:10]=1.[H-].[Na+].I[CH3:20].O. Product: [CH3:1][O:2][CH2:3][O:4][C:5]1[CH:6]=[C:7]([CH:11]([CH3:20])[C:12]([O:14][CH2:15][CH3:16])=[O:13])[CH:8]=[CH:9][CH:10]=1. (3) Reactant: [CH:1]([C:3]1[N:8]=[CH:7][C:6]([C:9]2[CH:19]=[CH:18][C:12]([C:13]([O:15][CH2:16][CH3:17])=[O:14])=[CH:11][CH:10]=2)=[CH:5][CH:4]=1)=[O:2].[CH2:20]([Mg]Br)[CH3:21].C(OCC)C. Product: [OH:2][CH:1]([C:3]1[N:8]=[CH:7][C:6]([C:9]2[CH:19]=[CH:18][C:12]([C:13]([O:15][CH2:16][CH3:17])=[O:14])=[CH:11][CH:10]=2)=[CH:5][CH:4]=1)[CH2:20][CH3:21]. The catalyst class is: 1. (4) Reactant: [NH:1]1[CH2:6][CH2:5][CH2:4][CH:3]([NH:7][C:8](=[O:14])[O:9][C:10]([CH3:13])([CH3:12])[CH3:11])[CH2:2]1.CC(O)=O.[BH3-]C#N.[Na+].[CH:23](=O)[C:24]1[CH:29]=[CH:28][CH:27]=[CH:26][CH:25]=1.C([O-])([O-])=O.[K+].[K+]. Product: [CH2:23]([N:1]1[CH2:6][CH2:5][CH2:4][C@@H:3]([NH:7][C:8](=[O:14])[O:9][C:10]([CH3:11])([CH3:13])[CH3:12])[CH2:2]1)[C:24]1[CH:29]=[CH:28][CH:27]=[CH:26][CH:25]=1. The catalyst class is: 24. (5) Reactant: [Cl:1][C:2]1[C:7]([C:8]2[C:9](=[O:31])[N:10]([CH2:29][CH3:30])[C:11]3[C:16]([CH:17]=2)=[CH:15][N:14]=[C:13]([N:18](CC2C=CC(OC)=CC=2)[CH3:19])[CH:12]=3)=[CH:6][C:5]([NH:32][C:33]([NH:35][C:36]2[CH:41]=[C:40]([F:42])[CH:39]=[C:38]([Cl:43])[CH:37]=2)=[O:34])=[C:4]([F:44])[CH:3]=1.C1(OC)C=CC=CC=1. Product: [Cl:1][C:2]1[C:7]([C:8]2[C:9](=[O:31])[N:10]([CH2:29][CH3:30])[C:11]3[C:16]([CH:17]=2)=[CH:15][N:14]=[C:13]([NH:18][CH3:19])[CH:12]=3)=[CH:6][C:5]([NH:32][C:33]([NH:35][C:36]2[CH:41]=[C:40]([F:42])[CH:39]=[C:38]([Cl:43])[CH:37]=2)=[O:34])=[C:4]([F:44])[CH:3]=1. The catalyst class is: 67. (6) Reactant: [NH2:1][C:2]1[CH:9]=[CH:8][C:5]([C:6]#[N:7])=[CH:4][CH:3]=1.[N+:10]([C:13]1[CH:14]=[C:15]([CH:18]=[CH:19][CH:20]=1)[CH:16]=O)([O-:12])=[O:11]. Product: [N+:10]([C:13]1[CH:14]=[C:15](/[CH:16]=[N:1]/[C:2]2[CH:9]=[CH:8][C:5]([C:6]#[N:7])=[CH:4][CH:3]=2)[CH:18]=[CH:19][CH:20]=1)([O-:12])=[O:11]. The catalyst class is: 11. (7) Reactant: [CH3:1][C@:2]1([C:32]([O:34][CH3:35])=[O:33])[CH2:23][CH2:22][C@@:21]2([CH3:24])[C@H:4]([C@@H:5]3[C@@:18]([CH3:25])([CH2:19][CH2:20]2)[C@@:17]2([CH3:26])[C:8]([C@:9]4([CH3:30])[C@@H:14]([CH2:15][CH2:16]2)[C:13]([CH3:28])([CH3:27])[C:12](=[O:29])[CH2:11][CH2:10]4)=[CH:7][C:6]3=[O:31])[CH2:3]1.[CH:36]([N-:39]C(C)C)(C)C.[Li+].C1(C)C=CC(S(C#N)(=O)=O)=CC=1. Product: [C:36]([C:11]1[CH2:10][C@@:9]2([CH3:30])[C@@H:14]([CH2:15][CH2:16][C@:17]3([CH3:26])[C:8]2=[CH:7][C:6](=[O:31])[C@H:5]2[C@@:18]3([CH3:25])[CH2:19][CH2:20][C@:21]3([CH3:24])[C@H:4]2[CH2:3][C@@:2]([CH3:1])([C:32]([O:34][CH3:35])=[O:33])[CH2:23][CH2:22]3)[C:13]([CH3:27])([CH3:28])[C:12]=1[OH:29])#[N:39]. The catalyst class is: 7. (8) Reactant: C(N(CC)CC)C.Cl.[N+:9]([C:12]1[CH:19]=[CH:18][CH:17]=[CH:16][C:13]=1[CH2:14][NH2:15])([O-:11])=[O:10].[CH3:20][C:21]([CH3:26])=[CH:22][C:23](Cl)=[O:24].C(Cl)(Cl)Cl. The catalyst class is: 46. Product: [CH3:20][C:21]([CH3:26])=[CH:22][C:23]([NH:15][CH2:14][C:13]1[CH:16]=[CH:17][CH:18]=[CH:19][C:12]=1[N+:9]([O-:11])=[O:10])=[O:24]. (9) Reactant: O[CH2:2][CH2:3][O:4][NH:5][C:6](=[O:12])[O:7][C:8]([CH3:11])([CH3:10])[CH3:9].C1(P(C2C=CC=CC=2)C2C=CC=CC=2)C=CC=CC=1.N1C=CN=C1.[I:37]I. Product: [I:37][CH2:2][CH2:3][O:4][NH:5][C:6](=[O:12])[O:7][C:8]([CH3:11])([CH3:10])[CH3:9]. The catalyst class is: 93.